Dataset: Experimentally validated miRNA-target interactions with 360,000+ pairs, plus equal number of negative samples. Task: Binary Classification. Given a miRNA mature sequence and a target amino acid sequence, predict their likelihood of interaction. (1) The miRNA is mmu-miR-694 with sequence CUGAAAAUGUUGCCUGAAG. The protein sequence of the target gene is MGDMANNSVAYSGVKNSLKEANHDGDFGITLTELRALMELRSTDALRKIQESYGDVYGICTKLKTSPNEGLSGNPADLERREAVFGKNFIPPKKPKTFLQLVWEALQDVTLIILEIAAIVSLGLSFYQPPEGDNALCGEVSVGEEEGEGETGWIEGAAILLSVVCVVLVTAFNDWSKEKQFRGLQSRIEQEQKFTVIRGGQVIQIPVADITVGDIAQVKYGDLLPADGILIQGNDLKIDESSLTGESDHVKKSLDKDPLLLSGTHVMEGSGRMVVTAVGVNSQTGIIFTLLGAGGEEEEK.... Result: 1 (interaction). (2) The miRNA is hsa-miR-6773-5p with sequence UUGGGCCCAGGAGUAAACAGGAU. Result: 0 (no interaction). The protein sequence of the target gene is MLPAGEIGASPAAPCCSESGDERKNLEEKSDINVTVLIGSKQVSEGTDNGDLPSYVSAFIEKEVGNDLKSLKKLDKLIEQRTVSKMQLEEQVLTISSEIPKRIRSALKNAEESKQFLNQFLEQETHLFSAINSHLLTAQPWMDDLGTMISQIEEIERHLAYLKWISQIEELSDNIQQYLMTNNVPEAASTLVSMAELDIKLQESSCTHLLGFMRATVKFWHKILKDKLTSDFEEILAQLHWPFIAPPQSQTVGLSRPASAPEIYSYLETLFCQLLKLQTSDELLTEPKQLPEKYSLPASP.... (3) The miRNA is hsa-miR-4738-3p with sequence UGAAACUGGAGCGCCUGGAGGA. The protein sequence of the target gene is MLSRSRCVSRAFSRSLSAFQKGNCPLGRRSLPGVSLCQGPGYPNSRKVVINNSVFSVRFFRTTAVCKDDLVTVKTPAFAESVTEGDVRWEKAVGDTVAEDEVVCEIETDKTSVQVPSPANGVIEALLVPDGGKVEGGTPLFTLRKTGAAPAKAKPAEAPAAAAPKAEPTAAAVPPPAAPIPTQMPPVPSPSQPPSGKPVSAVKPTVAPPLAEPGAGKGLRSEHREKMNRMRQRIAQRLKEAQNTCAMLTTFNEIDMSNIQEMRARHKEAFLKKHNLKLGFMSAFVKASAFALQEQPVVNA.... Result: 0 (no interaction). (4) The miRNA is mmu-miR-3057-3p with sequence UCCCACAGGCCCAGCUCAUAGC. The protein sequence of the target gene is MGDGDSPMCLSAVSFKGIRCWLDKLLLWALTISITLQNAAVDCTRVENNELPSPNLNSSMNVVRMGQNVSLSCSTKNTSVDITYSLFWGTKYLESKRRRGGAVDFHLRISNANESGPYKCKVNVSNLMKYSQDFNFTMAKDESCPSCRLSLLLPGLLLGILVIVLVLAYLIHLKYKKGKKTQREDQSKGSGDAPAQDELYVNACKTQTEQPQEIHYATPVFKEMAPMEEEGGTDGKADYIYSELTH. Result: 1 (interaction). (5) The miRNA is hsa-miR-378h with sequence ACUGGACUUGGUGUCAGAUGG. The protein sequence of the target gene is MGAASCEDEELEFKLVFGEEKEAPPLGAGGLGEELDSEDAPPCCRLALGEPPPYGAAPIGIPRPPPPRPGMHSPPPRPAPSPGTWESQPARSVRLGGPGGGAGGAGGGRVLECPSIRITSISPTPEPPAALEDNPDAWGDGSPRDYPPPEGFGGYREAGGQGGGAFFSPSPGSSSLSSWSFFSDASDEAALYAACDEVESELNEAASRFGLGSPLPSPRASPRPWTPEDPWSLYGPSPGGRGPEDSWLLLSAPGPTPASPRPASPCGKRRYSSSGTPSSASPALSRRGSLGEEGSEPPPP.... Result: 0 (no interaction). (6) The miRNA is hsa-miR-548ay-3p with sequence CAAAACCGCGAUUACUCUUGCA. The protein sequence of the target gene is MHRTTRIKITELNPHLMCALCGGYFIDATTIVECLHSFCKTCIVRYLETNKYCPMCDVQVHKTRPLLSIRSDKTLQDIVYKLVPGLFKDEMKRRRDFYAAYPLTEVPNGSNEDRGEVLEQEKGALSDDEIVSLSIEFYEGARDRDEKKGPLENGDGDKEKTGVRFLRCPAAMTVMHLAKFLRNKMDVPSKYKVEVLYEDEPLKEYYTLMDIAYIYPWRRNGPLPLKYRVQPACKRLTLATVPTPSEGTNTSGASECESVSDKAPSPATLPATSSSLPSPATPSHGSPSSHGPPATHPTSP.... Result: 1 (interaction). (7) The miRNA is hsa-miR-6744-5p with sequence UGGAUGACAGUGGAGGCCU. The protein sequence of the target gene is MEESVVRPSVFVVDGQTDIPFTRLGRSHRRQSCSVARVGLGLLLLLMGAGLAVQGWFLLQLHWRLGEMVTRLPDGPAGSWEQLIQERRSHEVNPAAHLTGANSSLTGSGGPLLWETQLGLAFLRGLSYHDGALVVTKAGYYYIYSKVQLGGVGCPLGLASTITHGLYKRTPRYPEELELLVSQQSPCGRATSSSRVWWDSSFLGGVVHLEAGEKVVVRVLDERLVRLRDGTRSYFGAFMV. Result: 1 (interaction). (8) The miRNA is hsa-miR-5187-5p with sequence UGGGAUGAGGGAUUGAAGUGGA. The protein sequence of the target gene is MAAHHRQNTAGRRKVQVSYVIRDEVEKYNRNGVNALQLDPALNRLFTAGRDSIIRIWSVNQHKQDPYIASMEHHTDWVNDVVLCCNGKTLISASSDTTVKVWNAHKGFCMSTLRTHKDYVKALAYAKDKELVASAGLDRQIFLWDVNTLTALTASNNTVTTSSLSGNKDSIYSLAMNQLGTIIVSGSTEKVLRVWDPRTCAKLMKLKGHTDNVKALLLHRDGTQCLSGSSDGTIRLWSLGQQRCIATYRVHDEGVWALQVNDAFTHVYSGGRDRKIYCTDLRNPDIRVLICEEKAPVLKM.... Result: 0 (no interaction). (9) The miRNA is hsa-miR-210-5p with sequence AGCCCCUGCCCACCGCACACUG. The protein sequence of the target gene is MAAAAPAAAASPEAPAVSGSADPETGDEDSREVRVLQSLRGRIYEAKNLLPYLGPNKMRDCFCTINLDQEEVYRTQVVEKSLSPYFSEEFYFEIPRTFQYLSFYVYDKNVLQRDLRIGKVAIKKEDLCSHSGKETWFSLQPIDSNSEVQGKVHLELRLNELITENGTVCQQLVVHIKACHGLPLINGQSCDPYATVSLVGPSRNDQKKTKVKKKTSNPQFNEVFYFEVTRSSSYSRKSQFQVEEEDIEKLEIRIDLWNNENLVQDVFLGEIKVPVNVLRSDSFHQAWYLLQPRDNGNKSS.... Result: 0 (no interaction).